From a dataset of Peptide-MHC class I binding affinity with 185,985 pairs from IEDB/IMGT. Regression. Given a peptide amino acid sequence and an MHC pseudo amino acid sequence, predict their binding affinity value. This is MHC class I binding data. (1) The peptide sequence is MLAKLRQGY. The MHC is Mamu-B17 with pseudo-sequence Mamu-B17. The binding affinity (normalized) is 0.179. (2) The peptide sequence is REVFDYLLP. The MHC is HLA-B35:01 with pseudo-sequence HLA-B35:01. The binding affinity (normalized) is 0.0847. (3) The peptide sequence is ETLFGSYIT. The MHC is HLA-A68:02 with pseudo-sequence HLA-A68:02. The binding affinity (normalized) is 0.432. (4) The peptide sequence is FPHTELANL. The MHC is HLA-A68:02 with pseudo-sequence HLA-A68:02. The binding affinity (normalized) is 0.500. (5) The peptide sequence is YRHKVVKVM. The MHC is HLA-B48:01 with pseudo-sequence HLA-B48:01. The binding affinity (normalized) is 0.0847.